This data is from Catalyst prediction with 721,799 reactions and 888 catalyst types from USPTO. The task is: Predict which catalyst facilitates the given reaction. (1) Reactant: [CH2:1]([N:8]1[CH2:13][C@@H:12]([CH2:14][CH:15]([CH3:17])[CH3:16])[NH:11][CH2:10][C@@H:9]1[CH2:18][O:19][CH2:20][C:21]1[CH:26]=[CH:25][CH:24]=[CH:23][CH:22]=1)[C:2]1[CH:7]=[CH:6][CH:5]=[CH:4][CH:3]=1.[C:27](O[C:27]([O:29][C:30]([CH3:33])([CH3:32])[CH3:31])=[O:28])([O:29][C:30]([CH3:33])([CH3:32])[CH3:31])=[O:28]. Product: [CH2:1]([N:8]1[CH2:13][C@@H:12]([CH2:14][CH:15]([CH3:17])[CH3:16])[N:11]([C:27]([O:29][C:30]([CH3:33])([CH3:32])[CH3:31])=[O:28])[CH2:10][C@@H:9]1[CH2:18][O:19][CH2:20][C:21]1[CH:22]=[CH:23][CH:24]=[CH:25][CH:26]=1)[C:2]1[CH:3]=[CH:4][CH:5]=[CH:6][CH:7]=1. The catalyst class is: 2. (2) Reactant: [N+:1]([C:4]1[CH:9]=[CH:8][C:7]([C:10]2[C:14]([C:15]3[CH:20]=[CH:19][N:18]=[C:17]4[N:21](S(C5C=CC=CC=5)(=O)=O)[C:22]([C:24]5[CH:29]=[CH:28][CH:27]=[C:26]([CH2:30][N:31]([CH3:33])[CH3:32])[CH:25]=5)=[CH:23][C:16]=34)=[CH:13][N:12]([CH2:43][CH3:44])[N:11]=2)=[CH:6][CH:5]=1)([O-])=O. Product: [NH2:1][C:4]1[CH:5]=[CH:6][C:7]([C:10]2[C:14]([C:15]3[CH:20]=[CH:19][N:18]=[C:17]4[NH:21][C:22]([C:24]5[CH:29]=[CH:28][CH:27]=[C:26]([CH2:30][N:31]([CH3:32])[CH3:33])[CH:25]=5)=[CH:23][C:16]=34)=[CH:13][N:12]([CH2:43][CH3:44])[N:11]=2)=[CH:8][CH:9]=1. The catalyst class is: 565. (3) Reactant: Cl[C:2]([O:4][C:5]1[CH:10]=[CH:9][C:8]([N+:11]([O-:13])=[O:12])=[CH:7][CH:6]=1)=[O:3].N1C=CC=CC=1.[Si:20]([O:27][CH2:28][C:29]1[CH:45]=[CH:44][C:32]([C:33]([NH:35][NH:36][C:37]([O:39][C:40]([CH3:43])([CH3:42])[CH3:41])=[O:38])=[O:34])=[C:31]([CH2:46][OH:47])[CH:30]=1)([C:23]([CH3:26])([CH3:25])[CH3:24])([CH3:22])[CH3:21].C(Cl)Cl. Product: [Si:20]([O:27][CH2:28][C:29]1[CH:45]=[CH:44][C:32]([C:33]([NH:35][NH:36][C:37]([O:39][C:40]([CH3:41])([CH3:43])[CH3:42])=[O:38])=[O:34])=[C:31]([CH2:46][O:47][C:2]([O:4][C:5]2[CH:6]=[CH:7][C:8]([N+:11]([O-:13])=[O:12])=[CH:9][CH:10]=2)=[O:3])[CH:30]=1)([C:23]([CH3:26])([CH3:24])[CH3:25])([CH3:22])[CH3:21]. The catalyst class is: 1. (4) Reactant: [CH3:1][O:2][C:3]([C:5]1[CH:6]=[C:7]2[CH:13]=[C:12]([C:14]([C:21]3[CH:22]=[N:23][C:24]([S:27]([CH3:30])(=[O:29])=[O:28])=[CH:25][CH:26]=3)=[CH:15][CH:16]3[CH2:20][CH2:19][CH2:18][CH2:17]3)[NH:11][C:8]2=[N:9][CH:10]=1)=[O:4]. Product: [CH3:1][O:2][C:3]([C:5]1[CH:6]=[C:7]2[CH:13]=[C:12]([CH:14]([C:21]3[CH:22]=[N:23][C:24]([S:27]([CH3:30])(=[O:29])=[O:28])=[CH:25][CH:26]=3)[CH2:15][CH:16]3[CH2:20][CH2:19][CH2:18][CH2:17]3)[NH:11][C:8]2=[N:9][CH:10]=1)=[O:4]. The catalyst class is: 43. (5) Reactant: [C:1]([C:4]1[CH:9]=[CH:8][CH:7]=[CH:6][C:5]=1[C:10]1[CH:15]=[CH:14][C:13]([C:16]([OH:18])=O)=[CH:12][CH:11]=1)(=[O:3])[CH3:2].C(Cl)(=O)C(Cl)=O.ClCCl.[N:28]1[CH:33]=[CH:32][CH:31]=[C:30]([CH2:34][NH:35][C:36]([C:38]2[N:47]3[C:41]([CH2:42][NH:43][C:44]4[CH:51]=[CH:50][CH:49]=[CH:48][C:45]=4[CH2:46]3)=[CH:40][CH:39]=2)=[O:37])[CH:29]=1. Product: [C:1]([C:4]1[CH:9]=[CH:8][CH:7]=[CH:6][C:5]=1[C:10]1[CH:11]=[CH:12][C:13]([C:16]([N:43]2[C:44]3[CH:51]=[CH:50][CH:49]=[CH:48][C:45]=3[CH2:46][N:47]3[C:38]([C:36]([NH:35][CH2:34][C:30]4[CH:29]=[N:28][CH:33]=[CH:32][CH:31]=4)=[O:37])=[CH:39][CH:40]=[C:41]3[CH2:42]2)=[O:18])=[CH:14][CH:15]=1)(=[O:3])[CH3:2]. The catalyst class is: 213. (6) Product: [N:14]1([C:6](=[O:11])[C:7]([F:8])([F:9])[F:10])[C:23]2[C:18](=[CH:19][CH:20]=[CH:21][CH:22]=2)[CH2:17][CH2:16][CH2:15]1. Reactant: [F:8][C:7]([F:10])([F:9])[C:6](O[C:6](=[O:11])[C:7]([F:10])([F:9])[F:8])=[O:11].[NH:14]1[C:23]2[C:18](=[CH:19][CH:20]=[CH:21][CH:22]=2)[CH2:17][CH2:16][CH2:15]1. The catalyst class is: 22.